This data is from Forward reaction prediction with 1.9M reactions from USPTO patents (1976-2016). The task is: Predict the product of the given reaction. Given the reactants ClC(Cl)(Cl)[C:3]([N:5]=C=O)=[O:4].[NH2:10][C:11]1[NH:12][C:13]2[C:18]([C:19]=1[C:20]([NH2:22])=[O:21])=[CH:17][CH:16]=[C:15]([O:23][CH3:24])[CH:14]=2.N.CO, predict the reaction product. The product is: [NH2:5][C:3]([NH:10][C:11]1[NH:12][C:13]2[C:18]([C:19]=1[C:20]([NH2:22])=[O:21])=[CH:17][CH:16]=[C:15]([O:23][CH3:24])[CH:14]=2)=[O:4].